Dataset: Merck oncology drug combination screen with 23,052 pairs across 39 cell lines. Task: Regression. Given two drug SMILES strings and cell line genomic features, predict the synergy score measuring deviation from expected non-interaction effect. (1) Drug 1: COC12C(COC(N)=O)C3=C(C(=O)C(C)=C(N)C3=O)N1CC1NC12. Drug 2: O=C(CCCCCCC(=O)Nc1ccccc1)NO. Cell line: A375. Synergy scores: synergy=26.2. (2) Drug 1: C=CCn1c(=O)c2cnc(Nc3ccc(N4CCN(C)CC4)cc3)nc2n1-c1cccc(C(C)(C)O)n1. Drug 2: CCC1(O)C(=O)OCc2c1cc1n(c2=O)Cc2cc3c(CN(C)C)c(O)ccc3nc2-1. Cell line: NCIH1650. Synergy scores: synergy=5.67. (3) Drug 1: Cn1nnc2c(C(N)=O)ncn2c1=O. Drug 2: Cn1c(=O)n(-c2ccc(C(C)(C)C#N)cc2)c2c3cc(-c4cnc5ccccc5c4)ccc3ncc21. Cell line: ES2. Synergy scores: synergy=32.7. (4) Drug 1: CC(=O)OC1C(=O)C2(C)C(O)CC3OCC3(OC(C)=O)C2C(OC(=O)c2ccccc2)C2(O)CC(OC(=O)C(O)C(NC(=O)c3ccccc3)c3ccccc3)C(C)=C1C2(C)C. Drug 2: COC1=C2CC(C)CC(OC)C(O)C(C)C=C(C)C(OC(N)=O)C(OC)C=CC=C(C)C(=O)NC(=CC1=O)C2=O. Cell line: UWB1289BRCA1. Synergy scores: synergy=-14.8. (5) Drug 1: CCC1=CC2CN(C1)Cc1c([nH]c3ccccc13)C(C(=O)OC)(c1cc3c(cc1OC)N(C)C1C(O)(C(=O)OC)C(OC(C)=O)C4(CC)C=CCN5CCC31C54)C2. Drug 2: Cn1cc(-c2cnn3c(N)c(Br)c(C4CCCNC4)nc23)cn1. Cell line: A375. Synergy scores: synergy=42.6.